Dataset: Full USPTO retrosynthesis dataset with 1.9M reactions from patents (1976-2016). Task: Predict the reactants needed to synthesize the given product. (1) Given the product [Cl:4][C:5]1[CH:6]=[N:7][C:8]2[NH:9][C:10]3[CH:11]=[N:12][CH:13]=[C:14]([CH:27]=3)[CH2:15][CH2:16][C:17]3[CH:25]=[C:21]([NH:22][C:23]=1[N:24]=2)[CH:20]=[CH:19][C:18]=3[NH:26][C:28](=[O:36])[O:29][C:30]1[CH:35]=[CH:34][CH:33]=[CH:32][CH:31]=1, predict the reactants needed to synthesize it. The reactants are: Cl.Cl.Cl.[Cl:4][C:5]1[CH:6]=[N:7][C:8]2[NH:9][C:10]3[CH:11]=[N:12][CH:13]=[C:14]([CH:27]=3)[CH2:15][CH2:16][C:17]3[CH:25]=[C:21]([NH:22][C:23]=1[N:24]=2)[CH:20]=[CH:19][C:18]=3[NH2:26].[C:28](Cl)(=[O:36])[O:29][C:30]1[CH:35]=[CH:34][CH:33]=[CH:32][CH:31]=1. (2) The reactants are: [C:1]1(=[O:7])[CH:5]=[CH:4][C:3](=[O:6])[CH2:2]1.[CH3:8][C:9]1[O:10][CH:11]=[CH:12][CH:13]=1. Given the product [CH3:8][C:9]12[O:10][CH:11]([CH:12]=[CH:13]1)[CH:4]1[CH:5]2[C:1](=[O:7])[CH2:2][C:3]1=[O:6], predict the reactants needed to synthesize it. (3) Given the product [C:1]([O:5][C:6](=[O:33])[NH:7][CH2:8][CH2:9][CH2:10][N:11]([CH:12]([C:15]1[N:20]([CH2:21][C:22]2[CH:27]=[CH:26][CH:25]=[CH:24][CH:23]=2)[C:19](=[O:28])[C:18]2=[CH:29][CH:30]=[C:31]([Cl:32])[N:17]2[N:16]=1)[CH2:13][CH3:14])[C:47](=[O:48])[C:44]1[CH:45]=[CH:46][C:41]([CH3:50])=[CH:42][CH:43]=1)([CH3:2])([CH3:3])[CH3:4], predict the reactants needed to synthesize it. The reactants are: [C:1]([O:5][C:6](=[O:33])[NH:7][CH2:8][CH2:9][CH2:10][NH:11][CH:12]([C:15]1[N:20]([CH2:21][C:22]2[CH:27]=[CH:26][CH:25]=[CH:24][CH:23]=2)[C:19](=[O:28])[C:18]2=[CH:29][CH:30]=[C:31]([Cl:32])[N:17]2[N:16]=1)[CH2:13][CH3:14])([CH3:4])([CH3:3])[CH3:2].CCN(CC)CC.[C:41]1([CH3:50])[CH:46]=[CH:45][C:44]([C:47](Cl)=[O:48])=[CH:43][CH:42]=1. (4) The reactants are: [CH2:1]([O:5][C:6]([N:8]([S:45]([C:48]1[CH:53]=[CH:52][C:51]([CH3:54])=[CH:50][CH:49]=1)(=[O:47])=[O:46])[CH2:9][CH2:10][N:11]([S:35]([C:38]1[CH:43]=[CH:42][C:41]([CH3:44])=[CH:40][CH:39]=1)(=[O:37])=[O:36])[CH2:12][CH2:13][N:14]([S:25]([C:28]1[CH:33]=[CH:32][C:31]([CH3:34])=[CH:30][CH:29]=1)(=[O:27])=[O:26])[CH2:15][CH2:16][CH2:17][CH2:18][CH2:19][CH2:20][CH2:21][CH2:22][CH2:23][OH:24])=[O:7])[CH2:2][CH2:3][CH3:4].CCN(CC)CC.[C:62]1([CH3:72])[CH:67]=[CH:66][C:65]([S:68](Cl)(=[O:70])=[O:69])=[CH:64][CH:63]=1. Given the product [S:68]([O:24][CH2:23][CH2:22][CH2:21][CH2:20][CH2:19][CH2:18][CH2:17][CH2:16][CH2:15][N:14]([S:25]([C:28]1[CH:33]=[CH:32][C:31]([CH3:34])=[CH:30][CH:29]=1)(=[O:27])=[O:26])[CH2:13][CH2:12][N:11]([S:35]([C:38]1[CH:39]=[CH:40][C:41]([CH3:44])=[CH:42][CH:43]=1)(=[O:36])=[O:37])[CH2:10][CH2:9][N:8]([C:6]([O:5][CH2:1][CH2:2][CH2:3][CH3:4])=[O:7])[S:45]([C:48]1[CH:53]=[CH:52][C:51]([CH3:54])=[CH:50][CH:49]=1)(=[O:46])=[O:47])([C:65]1[CH:66]=[CH:67][C:62]([CH3:72])=[CH:63][CH:64]=1)(=[O:70])=[O:69], predict the reactants needed to synthesize it. (5) Given the product [Br:8][C:6]1[CH:7]=[C:2]([NH:1][CH2:28][CH2:27][C:26]([F:31])([F:30])[F:25])[C:3]2[N:4]([C:9]([C:12]3[CH:23]=[CH:22][C:15]([C:16]([NH:18][CH:19]4[CH2:20][CH2:21]4)=[O:17])=[C:14]([CH3:24])[CH:13]=3)=[CH:10][N:11]=2)[CH:5]=1, predict the reactants needed to synthesize it. The reactants are: [NH2:1][C:2]1[C:3]2[N:4]([C:9]([C:12]3[CH:23]=[CH:22][C:15]([C:16]([NH:18][CH:19]4[CH2:21][CH2:20]4)=[O:17])=[C:14]([CH3:24])[CH:13]=3)=[CH:10][N:11]=2)[CH:5]=[C:6]([Br:8])[CH:7]=1.[F:25][C:26]([F:31])([F:30])[CH2:27][CH:28]=O.C(O[BH-](OC(=O)C)OC(=O)C)(=O)C.[Na+].FC(F)(F)C(O)=O. (6) Given the product [N:10]1([C:16]([N:18]=[C:19]=[S:20])=[O:17])[CH2:11][CH2:12][O:13][CH2:14][CH2:15]1.[CH3:21][O:22][C:23]1[CH:24]=[C:25]2[C:30](=[CH:31][C:32]=1[O:33][CH3:34])[N:29]=[CH:28][CH:27]=[C:26]2[O:35][C:36]1[CH:37]=[CH:38][C:39]([NH:40][C:19]([NH:18][C:16]([N:10]2[CH2:11][CH2:12][O:13][CH2:14][CH2:15]2)=[O:17])=[S:20])=[CH:41][CH:42]=1, predict the reactants needed to synthesize it. The reactants are: N1(C(Cl)=O)CCOCC1.[N:10]1([C:16]([N:18]=[C:19]=[S:20])=[O:17])[CH2:15][CH2:14][O:13][CH2:12][CH2:11]1.[CH3:21][O:22][C:23]1[CH:24]=[C:25]2[C:30](=[CH:31][C:32]=1[O:33][CH3:34])[N:29]=[CH:28][CH:27]=[C:26]2[O:35][C:36]1[CH:42]=[CH:41][C:39]([NH2:40])=[CH:38][CH:37]=1.C1(C)C=CC=CC=1. (7) Given the product [Si:31]([O:38][CH2:39][CH2:40][N:41]([CH3:71])[CH2:42][CH2:43][C@@H:44]([NH:53][C:54]1[CH:59]=[CH:58][C:57]([S:60]([NH:63][C:25](=[O:26])[C:24]2[CH:28]=[CH:29][C:21]([N:18]3[CH2:19][CH2:20][CH:15]([C@H:14]([C:9]4[CH:10]=[CH:11][CH:12]=[CH:13][C:8]=4[C:5]4[CH:4]=[CH:3][C:2]([Cl:1])=[CH:7][CH:6]=4)[OH:30])[CH2:16][CH2:17]3)=[CH:22][CH:23]=2)(=[O:61])=[O:62])=[CH:56][C:55]=1[S:64]([C:67]([F:70])([F:68])[F:69])(=[O:66])=[O:65])[CH2:45][S:46][C:47]1[CH:48]=[CH:49][CH:50]=[CH:51][CH:52]=1)([C:34]([CH3:36])([CH3:37])[CH3:35])([CH3:33])[CH3:32], predict the reactants needed to synthesize it. The reactants are: [Cl:1][C:2]1[CH:7]=[CH:6][C:5]([C:8]2[CH:13]=[CH:12][CH:11]=[CH:10][C:9]=2[C@H:14]([OH:30])[CH:15]2[CH2:20][CH2:19][N:18]([C:21]3[CH:29]=[CH:28][C:24]([C:25](O)=[O:26])=[CH:23][CH:22]=3)[CH2:17][CH2:16]2)=[CH:4][CH:3]=1.[Si:31]([O:38][CH2:39][CH2:40][N:41]([CH3:71])[CH2:42][CH2:43][C@@H:44]([NH:53][C:54]1[CH:59]=[CH:58][C:57]([S:60]([NH2:63])(=[O:62])=[O:61])=[CH:56][C:55]=1[S:64]([C:67]([F:70])([F:69])[F:68])(=[O:66])=[O:65])[CH2:45][S:46][C:47]1[CH:52]=[CH:51][CH:50]=[CH:49][CH:48]=1)([C:34]([CH3:37])([CH3:36])[CH3:35])([CH3:33])[CH3:32].ClCCl.C(Cl)CCl.